From a dataset of Forward reaction prediction with 1.9M reactions from USPTO patents (1976-2016). Predict the product of the given reaction. (1) The product is: [CH2:16]([O:1][C:2]1[CH:9]=[C:8]([CH3:10])[C:5]([CH:6]=[O:7])=[C:4]([CH3:11])[C:3]=1[CH3:12])[C:17]#[C:18][CH2:19][CH3:20]. Given the reactants [OH:1][C:2]1[CH:9]=[C:8]([CH3:10])[C:5]([CH:6]=[O:7])=[C:4]([CH3:11])[C:3]=1[CH3:12].[H-].[Na+].Br[CH2:16][C:17]#[C:18][CH2:19][CH3:20].Cl, predict the reaction product. (2) Given the reactants [CH3:1][O-:2].[Na+].[Br:4][C:5]1[CH:10]=[C:9](Br)[CH:8]=[C:7]([Br:12])[CH:6]=1, predict the reaction product. The product is: [Br:4][C:5]1[CH:10]=[C:9]([O:2][CH3:1])[CH:8]=[C:7]([Br:12])[CH:6]=1. (3) Given the reactants [Cl:1][C:2]1[CH:7]=[CH:6][C:5]([NH:8][C:9]2[C:14]([N+:15]([O-])=O)=[CH:13][N:12]=[C:11]([NH:18][C:19]3[CH:20]=[N:21][N:22]([CH:24]4[CH2:29][CH2:28][O:27][CH2:26][CH2:25]4)[CH:23]=3)[N:10]=2)=[CH:4][C:3]=1[F:30], predict the reaction product. The product is: [Cl:1][C:2]1[CH:7]=[CH:6][C:5]([NH:8][C:9]2[C:14]([NH2:15])=[CH:13][N:12]=[C:11]([NH:18][C:19]3[CH:20]=[N:21][N:22]([CH:24]4[CH2:25][CH2:26][O:27][CH2:28][CH2:29]4)[CH:23]=3)[N:10]=2)=[CH:4][C:3]=1[F:30]. (4) Given the reactants C(O[BH-](OC(=O)C)OC(=O)C)(=O)C.[Na+].O=[C:16]1[CH2:21][CH2:20][N:19]([C:22]([O:24][CH2:25][C:26]2[CH:31]=[CH:30][CH:29]=[CH:28][CH:27]=2)=[O:23])[CH2:18][CH2:17]1.[C:32]([O:36][C:37](=[O:46])[CH2:38][O:39][CH:40]1[CH2:45][CH2:44][NH:43][CH2:42][CH2:41]1)([CH3:35])([CH3:34])[CH3:33].[OH-].[Na+], predict the reaction product. The product is: [C:32]([O:36][C:37]([CH2:38][O:39][CH:40]1[CH2:41][CH2:42][N:43]([CH:16]2[CH2:21][CH2:20][N:19]([C:22]([O:24][CH2:25][C:26]3[CH:31]=[CH:30][CH:29]=[CH:28][CH:27]=3)=[O:23])[CH2:18][CH2:17]2)[CH2:44][CH2:45]1)=[O:46])([CH3:35])([CH3:33])[CH3:34]. (5) Given the reactants N1C=CC=CC=1.[C:7](OC(=O)C)(=[O:9])[CH3:8].[C:14]([N:24]1[CH2:27][CH:26]([C:28]2[CH:33]=[CH:32][C:31]([N:34]3[CH2:38][C@H:37]([CH2:39][NH2:40])[O:36][C:35]3=[O:41])=[CH:30][C:29]=2[F:42])[CH2:25]1)([O:16][CH2:17][C:18]1[CH:23]=[CH:22][CH:21]=[CH:20][CH:19]=1)=[O:15], predict the reaction product. The product is: [F:42][C:29]1[CH:30]=[C:31]([N:34]2[CH2:38][C@H:37]([CH2:39][NH:40][C:7](=[O:9])[CH3:8])[O:36][C:35]2=[O:41])[CH:32]=[CH:33][C:28]=1[CH:26]1[CH2:27][N:24]([C:14]([O:16][CH2:17][C:18]2[CH:23]=[CH:22][CH:21]=[CH:20][CH:19]=2)=[O:15])[CH2:25]1.